This data is from Reaction yield outcomes from USPTO patents with 853,638 reactions. The task is: Predict the reaction yield, written as a fraction of the theoretical maximum amount of product (1.0 means a 100% yield; for example, 0.34 means a 34% yield). The reactants are [O:1]1[CH2:6][CH2:5][CH2:4][CH2:3][CH:2]1[O:7][CH2:8][C:9]([O:11]CC)=O.[CH3:14][CH2:15][Mg+].[Br-]. The catalyst is C1COCC1. The product is [O:1]1[CH2:6][CH2:5][CH2:4][CH2:3][CH:2]1[O:7][CH2:8][C:9]1([OH:11])[CH2:15][CH2:14]1. The yield is 0.550.